This data is from NCI-60 drug combinations with 297,098 pairs across 59 cell lines. The task is: Regression. Given two drug SMILES strings and cell line genomic features, predict the synergy score measuring deviation from expected non-interaction effect. (1) Drug 1: CC1OCC2C(O1)C(C(C(O2)OC3C4COC(=O)C4C(C5=CC6=C(C=C35)OCO6)C7=CC(=C(C(=C7)OC)O)OC)O)O. Drug 2: CC1C(C(=O)NC(C(=O)N2CCCC2C(=O)N(CC(=O)N(C(C(=O)O1)C(C)C)C)C)C(C)C)NC(=O)C3=C4C(=C(C=C3)C)OC5=C(C(=O)C(=C(C5=N4)C(=O)NC6C(OC(=O)C(N(C(=O)CN(C(=O)C7CCCN7C(=O)C(NC6=O)C(C)C)C)C)C(C)C)C)N)C. Cell line: MDA-MB-435. Synergy scores: CSS=3.51, Synergy_ZIP=-2.74, Synergy_Bliss=-5.74, Synergy_Loewe=-9.12, Synergy_HSA=-8.26. (2) Drug 1: CC(CN1CC(=O)NC(=O)C1)N2CC(=O)NC(=O)C2. Drug 2: COC1=NC(=NC2=C1N=CN2C3C(C(C(O3)CO)O)O)N. Cell line: HS 578T. Synergy scores: CSS=1.65, Synergy_ZIP=8.46, Synergy_Bliss=11.9, Synergy_Loewe=0.969, Synergy_HSA=5.93.